Dataset: Peptide-MHC class I binding affinity with 185,985 pairs from IEDB/IMGT. Task: Regression. Given a peptide amino acid sequence and an MHC pseudo amino acid sequence, predict their binding affinity value. This is MHC class I binding data. The peptide sequence is ELHNGFTGY. The MHC is HLA-A02:19 with pseudo-sequence HLA-A02:19. The binding affinity (normalized) is 0.0847.